This data is from Catalyst prediction with 721,799 reactions and 888 catalyst types from USPTO. The task is: Predict which catalyst facilitates the given reaction. (1) Reactant: [CH3:1][C:2]1[N:3]=[C:4]([C:22]2[CH:27]=[CH:26][CH:25]=[CH:24][C:23]=2[O:28]CC2C=CC=CC=2)[N:5]([CH2:14][CH2:15][C:16]2[CH:21]=[CH:20][CH:19]=[CH:18][CH:17]=2)[C:6](=[O:13])[C:7]=1[C:8]([O:10][CH2:11][CH3:12])=[O:9]. Product: [OH:28][C:23]1[CH:24]=[CH:25][CH:26]=[CH:27][C:22]=1[C:4]1[N:5]([CH2:14][CH2:15][C:16]2[CH:17]=[CH:18][CH:19]=[CH:20][CH:21]=2)[C:6](=[O:13])[C:7]([C:8]([O:10][CH2:11][CH3:12])=[O:9])=[C:2]([CH3:1])[N:3]=1. The catalyst class is: 29. (2) Reactant: [N:1]([CH:4]1[CH2:9][CH2:8][CH:7]([O:10][C:11]2[N:16]=[CH:15][C:14]([CH2:17][CH3:18])=[CH:13][N:12]=2)[CH2:6][CH2:5]1)=[N+]=[N-]. Product: [CH2:17]([C:14]1[CH:13]=[N:12][C:11]([O:10][CH:7]2[CH2:8][CH2:9][CH:4]([NH2:1])[CH2:5][CH2:6]2)=[N:16][CH:15]=1)[CH3:18]. The catalyst class is: 458. (3) Reactant: [CH3:1][C:2]1([CH3:17])[CH2:11][C:10]2[N:9]=[C:8](SC)[C:7]([C:14]#[N:15])=[CH:6][C:5]=2[C:4](=[O:16])[CH2:3]1.[NH:18]1[CH2:23][CH2:22][CH2:21][CH2:20][CH2:19]1. Product: [CH3:1][C:2]1([CH3:17])[CH2:11][C:10]2[N:9]=[C:8]([N:18]3[CH2:23][CH2:22][CH2:21][CH2:20][CH2:19]3)[C:7]([C:14]#[N:15])=[CH:6][C:5]=2[C:4](=[O:16])[CH2:3]1. The catalyst class is: 8. (4) Reactant: [N:1]([C@H:4]1[CH2:8][C@H:7]([O:9][Si:10]([C:13]([CH3:16])([CH3:15])[CH3:14])([CH3:12])[CH3:11])[C@H:6]([CH2:17][O:18][CH2:19][C:20]2[CH:25]=[CH:24][CH:23]=[CH:22][CH:21]=2)[CH2:5]1)=[N+]=[N-]. Product: [CH2:19]([O:18][CH2:17][C@H:6]1[C@@H:7]([O:9][Si:10]([C:13]([CH3:15])([CH3:14])[CH3:16])([CH3:12])[CH3:11])[CH2:8][C@H:4]([NH2:1])[CH2:5]1)[C:20]1[CH:25]=[CH:24][CH:23]=[CH:22][CH:21]=1. The catalyst class is: 99. (5) Reactant: CO.[F:3][C:4]1[CH:26]=[CH:25][C:7]([NH:8][C:9]2[CH:21]=[C:20]([N+:22]([O-])=O)[CH:19]=[CH:18][C:10]=2[C:11]([O:13][C:14]([CH3:17])([CH3:16])[CH3:15])=[O:12])=[CH:6][CH:5]=1. The catalyst class is: 849. Product: [NH2:22][C:20]1[CH:19]=[CH:18][C:10]([C:11]([O:13][C:14]([CH3:17])([CH3:16])[CH3:15])=[O:12])=[C:9]([NH:8][C:7]2[CH:25]=[CH:26][C:4]([F:3])=[CH:5][CH:6]=2)[CH:21]=1.